Dataset: Forward reaction prediction with 1.9M reactions from USPTO patents (1976-2016). Task: Predict the product of the given reaction. (1) The product is: [CH2:1]([N:3]([CH2:20][CH3:21])[CH2:4][CH2:5][NH:6][C:37]([C:27]1[C:26]2[C:31](=[CH:32][C:33]3[C:24]([N:25]=2)=[C:23]([I:22])[CH:36]=[CH:35][CH:34]=3)[CH:30]=[CH:29][CH:28]=1)=[O:39])[CH3:2]. Given the reactants [CH2:1]([N:3]([CH2:20][CH3:21])[CH2:4][CH2:5][NH:6]C(C1C=CC2C(=CC=C(I)C=2)C=1)=O)[CH3:2].[I:22][C:23]1[CH:36]=[CH:35][CH:34]=[C:33]2[C:24]=1[N:25]=[C:26]1[C:31](=[CH:32]2)[CH:30]=[CH:29][CH:28]=[C:27]1[C:37]([O:39]C)=O.[K+].[Br-].C(N(CC)CCNC(C1NC2C(C=1)=CC(I)=CC=2)=O)C.C(N(CC)CCNC(C1SC2C=CC=C(I)C=2C=1)=O)C, predict the reaction product. (2) Given the reactants Br[C:2]1[CH:7]=[CH:6][C:5]([N:8]([C:22]2[CH:27]=[CH:26][CH:25]=[CH:24][CH:23]=2)[C:9]2[C:14]3[S:15][C:16]4[CH:21]=[CH:20][CH:19]=[CH:18][C:17]=4[C:13]=3[CH:12]=[CH:11][CH:10]=2)=[CH:4][CH:3]=1.[B:28]1([B:28]2[O:32][C:31]([CH3:34])([CH3:33])[C:30]([CH3:36])([CH3:35])[O:29]2)[O:32][C:31]([CH3:34])([CH3:33])[C:30]([CH3:36])([CH3:35])[O:29]1.CC([O-])=O.[K+].C(Cl)Cl, predict the reaction product. The product is: [C:22]1([N:8]([C:5]2[CH:6]=[CH:7][C:2]([B:28]3[O:32][C:31]([CH3:34])([CH3:33])[C:30]([CH3:36])([CH3:35])[O:29]3)=[CH:3][CH:4]=2)[C:9]2[C:14]3[S:15][C:16]4[CH:21]=[CH:20][CH:19]=[CH:18][C:17]=4[C:13]=3[CH:12]=[CH:11][CH:10]=2)[CH:27]=[CH:26][CH:25]=[CH:24][CH:23]=1. (3) Given the reactants Br[C:2]1[CH:3]=[CH:4][C:5]([O:8][C:9]2[CH:10]=[N:11][CH:12]=[N:13][CH:14]=2)=[N:6][CH:7]=1.O1CCOCC1.[Na+].[I-:22].CN(C)CCN, predict the reaction product. The product is: [I:22][C:2]1[CH:3]=[CH:4][C:5]([O:8][C:9]2[CH:10]=[N:11][CH:12]=[N:13][CH:14]=2)=[N:6][CH:7]=1. (4) Given the reactants [F:1][C:2]1[CH:10]=[C:9]2[C:5]([C:6]([C:11]3[CH:12]=[CH:13][C:14]([NH2:17])=[N:15][CH:16]=3)=[CH:7][NH:8]2)=[CH:4][CH:3]=1.[CH3:18][S:19](Cl)(=[O:21])=[O:20], predict the reaction product. The product is: [F:1][C:2]1[CH:10]=[C:9]2[C:5]([C:6]([C:11]3[CH:12]=[CH:13][C:14]([NH:17][S:19]([CH3:18])(=[O:21])=[O:20])=[N:15][CH:16]=3)=[CH:7][NH:8]2)=[CH:4][CH:3]=1.